This data is from Full USPTO retrosynthesis dataset with 1.9M reactions from patents (1976-2016). The task is: Predict the reactants needed to synthesize the given product. (1) Given the product [Cl:37][C:34]1[CH:35]=[CH:36][C:31]([S:28]([C:16]23[C:17]4[C:22](=[C:21]([F:26])[CH:20]=[CH:19][C:18]=4[F:27])[O:23][CH2:24][CH:25]2[N:12]([CH2:11][CH2:10][CH2:9][OH:8])[CH2:13][CH2:14][CH2:15]3)(=[O:29])=[O:30])=[CH:32][CH:33]=1, predict the reactants needed to synthesize it. The reactants are: C([O:8][CH2:9][CH2:10][CH2:11][N:12]1[CH:25]2[C:16]([S:28]([C:31]3[CH:36]=[CH:35][C:34]([Cl:37])=[CH:33][CH:32]=3)(=[O:30])=[O:29])([C:17]3[C:22]([O:23][CH2:24]2)=[C:21]([F:26])[CH:20]=[CH:19][C:18]=3[F:27])[CH2:15][CH2:14][CH2:13]1)C1C=CC=CC=1. (2) Given the product [CH3:23][N:24]1[CH2:36][CH2:35][N:27]2[C:28]3[CH:29]=[CH:30][CH:31]=[CH:32][C:33]=3[C:34]([S:1][C:13]3[CH:14]=[CH:15][C:16]([C:17]([O:19][CH3:20])=[O:18])=[CH:21][CH:22]=3)=[C:26]2[C:25]1=[O:37], predict the reactants needed to synthesize it. The reactants are: [S:1]([C:13]1[CH:22]=[CH:21][C:16]([C:17]([O:19][CH3:20])=[O:18])=[CH:15][CH:14]=1)[S:1][C:13]1[CH:14]=[CH:15][C:16]([C:17]([O:19][CH3:20])=[O:18])=[CH:21][CH:22]=1.[CH3:23][N:24]1[CH2:36][CH2:35][N:27]2[C:28]3[CH:29]=[CH:30][CH:31]=[CH:32][C:33]=3[CH:34]=[C:26]2[C:25]1=[O:37]. (3) The reactants are: [CH:1]1([C:7]#[CH:8])[CH2:6][CH2:5][CH2:4][CH2:3][CH2:2]1.[C:9](OC(=O)C)(=[O:11])[CH3:10]. Given the product [CH:1]1([C:7]#[C:8][C:9](=[O:11])[CH3:10])[CH2:6][CH2:5][CH2:4][CH2:3][CH2:2]1, predict the reactants needed to synthesize it.